Dataset: Forward reaction prediction with 1.9M reactions from USPTO patents (1976-2016). Task: Predict the product of the given reaction. (1) Given the reactants [NH:1]1[C:5]2=[N:6][CH:7]=[CH:8][CH:9]=[C:4]2[C:3]([C:10]([C:12]2[CH:13]=[N:14][C:15]([NH:18][CH2:19][C:20]3[CH:25]=[CH:24][C:23]([C:26]([F:29])([F:28])[F:27])=[CH:22][CH:21]=3)=[CH:16][CH:17]=2)=[O:11])=[CH:2]1.[BH4-].[Na+].O, predict the reaction product. The product is: [NH:1]1[C:5]2=[N:6][CH:7]=[CH:8][CH:9]=[C:4]2[C:3]([CH:10]([C:12]2[CH:13]=[N:14][C:15]([NH:18][CH2:19][C:20]3[CH:25]=[CH:24][C:23]([C:26]([F:27])([F:29])[F:28])=[CH:22][CH:21]=3)=[CH:16][CH:17]=2)[OH:11])=[CH:2]1. (2) The product is: [CH3:16][N:17]([CH3:18])[C:11]([C:9]1[NH:10][C:6]([C:4]([O:3][CH2:1][CH3:2])=[O:5])=[C:7]([CH3:14])[CH:8]=1)=[O:12]. Given the reactants [CH2:1]([O:3][C:4]([C:6]1[NH:10][C:9]([C:11](O)=[O:12])=[CH:8][C:7]=1[CH3:14])=[O:5])[CH3:2].C[CH2:16][N:17](C(C)C)[CH:18](C)C.CNC.C1COCC1.CN(C(ON1N=NC2C=CC=NC1=2)=[N+](C)C)C.F[P-](F)(F)(F)(F)F, predict the reaction product. (3) Given the reactants [F:1][C:2]1[CH:7]=[CH:6][C:5]([CH2:8][CH2:9][OH:10])=[CH:4][CH:3]=1.[C:11]1([CH3:21])[CH:16]=[CH:15][C:14]([S:17](Cl)(=[O:19])=[O:18])=[CH:13][CH:12]=1.O, predict the reaction product. The product is: [F:1][C:2]1[CH:7]=[CH:6][C:5]([CH2:8][CH2:9][O:10][S:17]([C:14]2[CH:15]=[CH:16][C:11]([CH3:21])=[CH:12][CH:13]=2)(=[O:19])=[O:18])=[CH:4][CH:3]=1. (4) Given the reactants BrCC([C:5]1[CH:19]=[CH:18][C:8]([C:9]([NH:11][CH2:12][CH2:13][C:14]([F:17])([F:16])[F:15])=[O:10])=[CH:7][CH:6]=1)=[O:4].[C:20](OCC)(=[S:24])[C:21]([NH2:23])=O.[CH2:28]1[CH2:32][O:31]C[CH2:29]1, predict the reaction product. The product is: [F:15][C:14]([F:16])([F:17])[CH2:13][CH2:12][NH:11][C:9]([C:8]1[CH:18]=[CH:19][C:5]([C:21]2[N:23]=[CH:28][S:24][CH:20]=2)=[CH:6][CH:7]=1)=[O:10].[CH3:29][CH2:28][C:32]([O-:31])=[O:4]. (5) Given the reactants [OH:1][C@@H:2]1[C@H:15]2[C@@H:6]([CH2:7][CH2:8][C:9]3[C@:14]2([CH3:16])[CH2:13][CH:12]([CH:17]=O)[C:11](=O)[CH:10]=3)[C@@H:5]2[CH2:20][CH2:21][C@:22]3([C:26]4([CH2:30][O:29][CH2:28][O:27]4)[O:25][CH2:24][O:23]3)[C@@:4]2([CH3:31])[CH2:3]1.Cl.[F:33][C:34]1[CH:39]=[C:38]([F:40])[CH:37]=[CH:36][C:35]=1[NH:41][NH2:42].C([O-])(=O)C.[K+], predict the reaction product. The product is: [F:33][C:34]1[CH:39]=[C:38]([F:40])[CH:37]=[CH:36][C:35]=1[N:41]1[C:11]2[CH:10]=[C:9]3[CH2:8][CH2:7][C@H:6]4[C@H:15]([C@:14]3([CH3:16])[CH2:13][C:12]=2[CH:17]=[N:42]1)[C@H:2]([OH:1])[CH2:3][C@@:4]1([CH3:31])[C@@:22]2([CH2:21][CH2:20][C@H:5]41)[C:26]1([CH2:30][O:29][CH2:28][O:27]1)[O:25][CH2:24][O:23]2. (6) Given the reactants Cl.[CH:2]1([CH2:5][O:6][C:7]2[CH:12]=[CH:11][C:10]([O:13][CH3:14])=[CH:9][C:8]=2[C:15]2[C:16]3[NH:23][C:22]([CH3:24])=[C:21]([C:25]([NH:27][C@@H:28]4[CH2:32][CH2:31][NH:30][CH2:29]4)=[O:26])[C:17]=3[N:18]=[CH:19][N:20]=2)[CH2:4][CH2:3]1.C([O:36][CH2:37][C:38](Cl)=[O:39])(=O)C, predict the reaction product. The product is: [CH:2]1([CH2:5][O:6][C:7]2[CH:12]=[CH:11][C:10]([O:13][CH3:14])=[CH:9][C:8]=2[C:15]2[C:16]3[NH:23][C:22]([CH3:24])=[C:21]([C:25]([NH:27][C@@H:28]4[CH2:32][CH2:31][N:30]([C:37](=[O:36])[CH2:38][OH:39])[CH2:29]4)=[O:26])[C:17]=3[N:18]=[CH:19][N:20]=2)[CH2:4][CH2:3]1. (7) Given the reactants CS(C)=O.C(Cl)(=O)C(Cl)=O.[OH:11][CH2:12][CH2:13][C@H:14]1[CH2:19][CH2:18][C@H:17]([NH:20][C:21](=[O:23])[CH3:22])[CH2:16][CH2:15]1.CCN(CC)CC, predict the reaction product. The product is: [O:11]=[CH:12][CH2:13][C@H:14]1[CH2:19][CH2:18][C@H:17]([NH:20][C:21](=[O:23])[CH3:22])[CH2:16][CH2:15]1.